This data is from Catalyst prediction with 721,799 reactions and 888 catalyst types from USPTO. The task is: Predict which catalyst facilitates the given reaction. Reactant: [N:1]1([CH2:6][C:7]2[CH:8]=[C:9]([NH:13][C:14]3[CH:19]=[CH:18][N:17]4[N:20]=[CH:21][C:22]([CH:23]=O)=[C:16]4[N:15]=3)[CH:10]=[CH:11][CH:12]=2)[CH:5]=[CH:4][N:3]=[CH:2]1.[NH:25]1[CH2:31][C:29](=[O:30])[NH:28][C:26]1=[O:27].N1CCCCC1. Product: [N:1]1([CH2:6][C:7]2[CH:8]=[C:9]([NH:13][C:14]3[CH:19]=[CH:18][N:17]4[N:20]=[CH:21][C:22]([CH:23]=[C:31]5[NH:25][C:26](=[O:27])[NH:28][C:29]5=[O:30])=[C:16]4[N:15]=3)[CH:10]=[CH:11][CH:12]=2)[CH:5]=[CH:4][N:3]=[CH:2]1. The catalyst class is: 14.